This data is from Forward reaction prediction with 1.9M reactions from USPTO patents (1976-2016). The task is: Predict the product of the given reaction. (1) The product is: [ClH:49].[NH2:1][C:2]1[N:6]([CH3:7])[C:5](=[O:8])[C:4]([C:9]2[CH:14]=[CH:13][C:12]([O:15][CH:16]([F:17])[F:18])=[CH:11][CH:10]=2)([C:19]2[CH:24]=[CH:23][CH:22]=[C:21]([NH:25][CH2:26][CH2:27][CH3:28])[CH:20]=2)[N:3]=1. Given the reactants [NH2:1][C:2]1[N:6]([CH3:7])[C:5](=[O:8])[C:4]([C:19]2[CH:24]=[CH:23][CH:22]=[C:21]([NH2:25])[CH:20]=2)([C:9]2[CH:14]=[CH:13][C:12]([O:15][CH:16]([F:18])[F:17])=[CH:11][CH:10]=2)[N:3]=1.[CH:26](=O)[CH2:27][CH3:28].C(O[BH-](OC(=O)C)OC(=O)C)(=O)C.[Na+].C(O)(=O)C.C(Cl)[Cl:49], predict the reaction product. (2) Given the reactants Br[C:2]1[CH:3]=[C:4]2[C:9](=[CH:10][CH:11]=1)[N:8]=[CH:7][C:6]([C:12]([CH:14]1[CH2:16][CH2:15]1)=[O:13])=[C:5]2[NH:17][C:18]1[CH:23]=[CH:22][CH:21]=[C:20]([CH2:24][CH2:25][N:26]2[CH2:30][CH2:29][CH2:28][CH2:27]2)[CH:19]=1.[Cl:31][C:32]1[CH:37]=[C:36](B2OC(C)(C)C(C)(C)O2)[CH:35]=[C:34]([F:47])[C:33]=1[OH:48], predict the reaction product. The product is: [ClH:31].[Cl:31][C:32]1[CH:37]=[C:36]([C:2]2[CH:3]=[C:4]3[C:9](=[CH:10][CH:11]=2)[N:8]=[CH:7][C:6]([C:12]([CH:14]2[CH2:16][CH2:15]2)=[O:13])=[C:5]3[NH:17][C:18]2[CH:23]=[CH:22][CH:21]=[C:20]([CH2:24][CH2:25][N:26]3[CH2:27][CH2:28][CH2:29][CH2:30]3)[CH:19]=2)[CH:35]=[C:34]([F:47])[C:33]=1[OH:48]. (3) Given the reactants C[Si](C)(C)[O:3][NH2:4].[C:7]([NH:10][CH2:11][C@@H:12]1[O:16][C:15](=[O:17])[N:14]([C:18]2[CH:23]=[CH:22][C:21]([C:24]#[N:25])=[C:20]([F:26])[CH:19]=2)[CH2:13]1)(=[O:9])[CH3:8], predict the reaction product. The product is: [C:7]([NH:10][CH2:11][C@@H:12]1[O:16][C:15](=[O:17])[N:14]([C:18]2[CH:23]=[CH:22][C:21]([C:24](=[NH:25])[NH:4][OH:3])=[C:20]([F:26])[CH:19]=2)[CH2:13]1)(=[O:9])[CH3:8]. (4) Given the reactants CC1C(=O)C2C=CC=CC=2[C:4](=[O:5])C=1.CC1C=C(O)C2C(=CC=CC=2)C=1O.[CH3:27][O:28][C:29]1[C:38]2[C:33](=[CH:34][CH:35]=[CH:36][CH:37]=2)[C:32]([O:39][CH3:40])=[CH:31][C:30]=1[CH3:41], predict the reaction product. The product is: [CH3:40][O:39][C:32]1[C:33]2[C:38](=[CH:37][CH:36]=[CH:35][CH:34]=2)[C:29]([O:28][CH3:27])=[C:30]([CH3:41])[C:31]=1[CH:4]=[O:5]. (5) Given the reactants Cl[C:2]1[N:7]=[C:6]([NH:8][C:9]2[CH:14]=[CH:13][C:12]([O:15][CH3:16])=[C:11]([Cl:17])[CH:10]=2)[N:5]=[C:4]([NH:18][CH:19]2[CH2:25][CH2:24][CH2:23][CH2:22][CH2:21][CH2:20]2)[N:3]=1.C([O-])([O-])=O.[K+].[K+].[CH:32]([OH:35])([CH3:34])[CH3:33], predict the reaction product. The product is: [CH:32]([O:35][C:2]1[N:7]=[C:6]([NH:8][C:9]2[CH:14]=[CH:13][C:12]([O:15][CH3:16])=[C:11]([Cl:17])[CH:10]=2)[N:5]=[C:4]([NH:18][CH:19]2[CH2:25][CH2:24][CH2:23][CH2:22][CH2:21][CH2:20]2)[N:3]=1)([CH3:34])[CH3:33]. (6) Given the reactants [O:1]1[CH:5]=[CH:4][CH:3]=[C:2]1[C:6]1[N:10]([C:11]2[CH:16]=[CH:15][C:14]([O:17][CH3:18])=[CH:13][CH:12]=2)[N:9]=[C:8]([C:19]([NH2:21])=O)[CH:7]=1.N1C=CC=CC=1.O1CCOCC1.FC(F)(F)C(OC(=O)C(F)(F)F)=O, predict the reaction product. The product is: [O:1]1[CH:5]=[CH:4][CH:3]=[C:2]1[C:6]1[N:10]([C:11]2[CH:16]=[CH:15][C:14]([O:17][CH3:18])=[CH:13][CH:12]=2)[N:9]=[C:8]([C:19]#[N:21])[CH:7]=1.